Dataset: Full USPTO retrosynthesis dataset with 1.9M reactions from patents (1976-2016). Task: Predict the reactants needed to synthesize the given product. (1) Given the product [Br:9][C:10]1[CH:11]=[C:12]2[C:13](=[CH:17][CH:18]=1)[C:14](=[O:16])[O:15][CH2:2][CH2:19]2, predict the reactants needed to synthesize it. The reactants are: [Li+].[CH3:2]C([N-]C(C)C)C.[Br:9][C:10]1[CH:18]=[CH:17][C:13]([C:14]([OH:16])=[O:15])=[C:12]([CH3:19])[CH:11]=1.C=O.Cl. (2) Given the product [C:2]1([C:1]([C:9]2[CH:14]=[CH:13][CH:12]=[CH:11][CH:10]=2)=[N:17][NH:16][CH3:15])[CH:7]=[CH:6][CH:5]=[CH:4][CH:3]=1, predict the reactants needed to synthesize it. The reactants are: [C:1]([C:9]1[CH:14]=[CH:13][CH:12]=[CH:11][CH:10]=1)(=O)[C:2]1[CH:7]=[CH:6][CH:5]=[CH:4][CH:3]=1.[CH3:15][NH:16][NH2:17]. (3) Given the product [Cl:42][C:41]1[CH:7]=[CH:8][CH:3]=[CH:4][C:5]=1[C@:3]1([CH2:2][N:34]2[CH2:39][CH2:38][CH2:37][CH2:36][CH2:35]2)[CH:8]=[CH:7][C:6]([CH2:9][N:10]2[CH2:11][C:12](=[C:14]([C:19]3[CH:24]=[C:23]([F:25])[CH:22]=[C:21]([F:26])[CH:20]=3)[S:15]([CH3:18])(=[O:16])=[O:17])[CH2:13]2)=[CH:5][CH2:4]1, predict the reactants needed to synthesize it. The reactants are: Cl[CH2:2][C:3]1[CH:8]=[CH:7][C:6]([C@H:9](C2C=CC(Cl)=CC=2)[N:10]2[CH2:13][C:12](=[C:14]([C:19]3[CH:24]=[C:23]([F:25])[CH:22]=[C:21]([F:26])[CH:20]=3)[S:15]([CH3:18])(=[O:17])=[O:16])[CH2:11]2)=[CH:5][CH:4]=1.[NH:34]1[CH2:39][CH2:38][CH2:37][CH2:36][CH2:35]1.Cl[CH2:41][Cl:42]. (4) Given the product [CH2:12]([O:19][C:20]1[CH:25]=[CH:24][C:23]([CH2:26][C:27]2[CH:5]=[C:4]3[C:2](=[CH:3][CH:4]=[CH:5][CH:2]=[CH:3]3)[CH:29]=2)=[CH:22][C:21]=1[Br:30])[C:13]1[CH:18]=[CH:17][CH:16]=[CH:15][CH:14]=1, predict the reactants needed to synthesize it. The reactants are: N1[CH2:5][CH2:4][CH2:3][CH2:2]1.S([O-])([O-])(=O)=O.[Mg+2].[CH2:12]([O:19][C:20]1[CH:25]=[CH:24][C:23]([CH2:26][C:27]([CH3:29])=O)=[CH:22][C:21]=1[Br:30])[C:13]1[CH:18]=[CH:17][CH:16]=[CH:15][CH:14]=1. (5) Given the product [NH2:30][CH2:31][CH2:32][CH2:33][CH2:34][C@H:35]([NH:39][C:66]([NH:65][CH2:64][C:61]1[CH:62]=[CH:63][C:58]([Cl:57])=[C:59]([Cl:68])[CH:60]=1)=[O:67])[C:36]([NH:1][C:2]1[CH:3]=[CH:4][C:5]([CH2:6][N:7]([CH:15]2[CH2:20][CH2:19][CH2:18][CH2:17][CH2:16]2)[C:8]([C:10]2[O:11][CH:12]=[CH:13][CH:14]=2)=[O:9])=[CH:21][CH:22]=1)=[O:37], predict the reactants needed to synthesize it. The reactants are: [NH2:1][C:2]1[CH:22]=[CH:21][C:5]([CH2:6][N:7]([CH:15]2[CH2:20][CH2:19][CH2:18][CH2:17][CH2:16]2)[C:8]([C:10]2[O:11][CH:12]=[CH:13][CH:14]=2)=[O:9])=[CH:4][CH:3]=1.C(OC([NH:30][CH2:31][CH2:32][CH2:33][CH2:34][C@H:35]([NH:39]C(OCC1C2C=CC=CC=2C2C1=CC=CC=2)=O)[C:36](O)=[O:37])=O)(C)(C)C.[Cl:57][C:58]1[CH:63]=[CH:62][C:61]([CH2:64][N:65]=[C:66]=[O:67])=[CH:60][C:59]=1[Cl:68]. (6) The reactants are: [Br:1][C:2]1[CH:3]=[C:4]2[C:9](=[CH:10][CH:11]=1)[C:8](=[O:12])[N:7]([CH2:13][C:14]1[CH:19]=[CH:18][C:17]([S:20]([CH3:23])(=[O:22])=[O:21])=[CH:16][CH:15]=1)[C:6]([CH:24]([OH:26])[CH3:25])=[C:5]2[C:27]1[CH:32]=[CH:31][CH:30]=[CH:29][CH:28]=1.C1COCC1.C(OC(C)C)(C)C. Given the product [C:24]([C:6]1[N:7]([CH2:13][C:14]2[CH:15]=[CH:16][C:17]([S:20]([CH3:23])(=[O:21])=[O:22])=[CH:18][CH:19]=2)[C:8](=[O:12])[C:9]2[C:4]([C:5]=1[C:27]1[CH:32]=[CH:31][CH:30]=[CH:29][CH:28]=1)=[CH:3][C:2]([Br:1])=[CH:11][CH:10]=2)(=[O:26])[CH3:25], predict the reactants needed to synthesize it. (7) Given the product [NH2:1][C:2]1[C:7]([C:8]2[CH:17]=[CH:16][C:11]([C:12]([O:14][CH3:15])=[O:13])=[C:10]([F:18])[CH:9]=2)=[CH:6][C:5]([Br:26])=[CH:4][N:3]=1, predict the reactants needed to synthesize it. The reactants are: [NH2:1][C:2]1[C:7]([C:8]2[CH:17]=[CH:16][C:11]([C:12]([O:14][CH3:15])=[O:13])=[C:10]([F:18])[CH:9]=2)=[CH:6][CH:5]=[CH:4][N:3]=1.C1C(=O)N([Br:26])C(=O)C1. (8) Given the product [C:18]([O:17][C:15]([C@@H:12]([NH:11][C:10]([CH:9]1[C:5]([C:3]([OH:4])=[O:2])=[CH:6][CH:7]([O:23][C:24]2[C:33]3[C:28](=[CH:29][C:30]([O:34][CH3:35])=[CH:31][CH:32]=3)[N:27]=[C:26]([C:36]3[CH:37]=[CH:38][CH:39]=[CH:40][CH:41]=3)[CH:25]=2)[CH2:8]1)=[O:22])[CH2:13][CH3:14])=[O:16])([CH3:19])([CH3:20])[CH3:21], predict the reactants needed to synthesize it. The reactants are: C[O:2][C:3]([C:5]1[CH:9]([C:10](=[O:22])[NH:11][C@H:12]([C:15]([O:17][C:18]([CH3:21])([CH3:20])[CH3:19])=[O:16])[CH2:13][CH3:14])[CH2:8][CH:7]([O:23][C:24]2[C:33]3[C:28](=[CH:29][C:30]([O:34][CH3:35])=[CH:31][CH:32]=3)[N:27]=[C:26]([C:36]3[CH:41]=[CH:40][CH:39]=[CH:38][CH:37]=3)[CH:25]=2)[CH:6]=1)=[O:4].C(OC([C@@H](NC(C1C(C(O)=O)=CC(OC2C3C(=CC(OC)=CC=3)N=C(C3C=CC=CC=3)C=2)C1)=O)CCC)=O)(C)(C)C. (9) Given the product [OH:66][C@H:63]1[CH2:64][CH2:65][C@H:60]([NH:59][C:33]([C:30]2[CH:31]=[CH:32][C:27]([C:24]3[CH:23]=[CH:22][C:21]([CH2:20][C@H:19]([NH:18][C:16]([C@H:13]4[CH2:12][CH2:11][C@H:10]([CH2:9][NH:8][C:6](=[O:7])[O:5][C:1]([CH3:2])([CH3:3])[CH3:4])[CH2:15][CH2:14]4)=[O:17])[C:37](=[O:58])[NH:38][C:39]4[CH:44]=[CH:43][C:42]([C:45]5[NH:49][N:48]=[C:47]([C:50]([F:57])([F:56])[C:51]([F:54])([F:55])[CH2:52][OH:53])[N:46]=5)=[CH:41][CH:40]=4)=[CH:26][CH:25]=3)=[C:28]([CH3:36])[CH:29]=2)=[O:35])[CH2:61][CH2:62]1, predict the reactants needed to synthesize it. The reactants are: [C:1]([O:5][C:6]([NH:8][CH2:9][C@H:10]1[CH2:15][CH2:14][C@H:13]([C:16]([NH:18][C@H:19]([C:37](=[O:58])[NH:38][C:39]2[CH:44]=[CH:43][C:42]([C:45]3[NH:49][N:48]=[C:47]([C:50]([F:57])([F:56])[C:51]([F:55])([F:54])[CH2:52][OH:53])[N:46]=3)=[CH:41][CH:40]=2)[CH2:20][C:21]2[CH:26]=[CH:25][C:24]([C:27]3[CH:32]=[CH:31][C:30]([C:33]([OH:35])=O)=[CH:29][C:28]=3[CH3:36])=[CH:23][CH:22]=2)=[O:17])[CH2:12][CH2:11]1)=[O:7])([CH3:4])([CH3:3])[CH3:2].[NH2:59][C@H:60]1[CH2:65][CH2:64][C@H:63]([OH:66])[CH2:62][CH2:61]1.C(N(CC)C(C)C)(C)C.F[P-](F)(F)(F)(F)F.CN(C(ON1C2=NC=CC=C2N=N1)=[N+](C)C)C.